Dataset: Forward reaction prediction with 1.9M reactions from USPTO patents (1976-2016). Task: Predict the product of the given reaction. (1) The product is: [CH2:17]([CH:21]1[CH2:26][CH2:25][N:24]([CH2:2][CH2:3][CH2:4][N:5]2[C:14]3[C:9](=[C:10]([CH3:27])[CH:11]=[CH:12][CH:13]=3)[CH2:8][CH2:7][C:6]2=[O:16])[CH2:23][CH2:22]1)[CH2:18][CH2:19][CH3:20]. Given the reactants Cl[CH2:2][CH2:3][CH2:4][N:5]1[C:14]2[C:9](=[CH:10][CH:11]=[C:12](C)[CH:13]=2)[CH2:8][CH2:7][C:6]1=[O:16].[CH2:17]([CH:21]1[CH2:26][CH2:25][NH:24][CH2:23][CH2:22]1)[CH2:18][CH2:19][CH3:20].[C:27]([O-])([O-])=O.[K+].[K+], predict the reaction product. (2) Given the reactants O[C:2]1([C:22]([F:25])([F:24])[F:23])[CH2:6][N:5]([C:7]2[CH:12]=[CH:11][C:10]([S:13]([CH3:16])(=[O:15])=[O:14])=[CH:9][CH:8]=2)[C:4]([C:17]2[S:18][CH:19]=[CH:20][CH:21]=2)=[N:3]1.O.C1(C)C=CC(S(O)(=O)=O)=CC=1, predict the reaction product. The product is: [CH3:16][S:13]([C:10]1[CH:9]=[CH:8][C:7]([N:5]2[CH:6]=[C:2]([C:22]([F:25])([F:24])[F:23])[N:3]=[C:4]2[C:17]2[S:18][CH:19]=[CH:20][CH:21]=2)=[CH:12][CH:11]=1)(=[O:14])=[O:15]. (3) The product is: [CH:15]1([N:9]2[C:10]([C:11]([F:12])([F:13])[F:14])=[C:6]([C:4]([OH:5])=[O:3])[CH:7]=[N:8]2)[CH2:16][CH2:17][CH2:18][CH2:19]1. Given the reactants C([O:3][C:4]([C:6]1[CH:7]=[N:8][N:9]([CH:15]2[CH2:19][CH2:18][CH2:17][CH2:16]2)[C:10]=1[C:11]([F:14])([F:13])[F:12])=[O:5])C.O.[OH-].[Li+], predict the reaction product. (4) Given the reactants [H-].[Na+].[Br:3][C:4]1[CH:27]=[CH:26][C:7]2[N:8]([C:20]([O:22][CH:23]([CH3:25])[CH3:24])=[O:21])[CH2:9][CH2:10][CH2:11][CH:12]([NH:13][C:14]3[S:18][N:17]=[C:16]([CH3:19])[CH:15]=3)[C:6]=2[CH:5]=1.[F:28][C:29]([F:43])([F:42])[C:30]1[CH:31]=[C:32]([CH:35]=[C:36]([C:38]([F:41])([F:40])[F:39])[CH:37]=1)[CH2:33]Br, predict the reaction product. The product is: [F:28][C:29]([F:42])([F:43])[C:30]1[CH:31]=[C:32]([CH:35]=[C:36]([C:38]([F:41])([F:39])[F:40])[CH:37]=1)[CH2:33][N:13]([C:14]1[S:18][N:17]=[C:16]([CH3:19])[CH:15]=1)[CH:12]1[CH2:11][CH2:10][CH2:9][N:8]([C:20]([O:22][CH:23]([CH3:24])[CH3:25])=[O:21])[C:7]2[CH:26]=[CH:27][C:4]([Br:3])=[CH:5][C:6]1=2. (5) Given the reactants C(OC([N:8]1[CH2:13][CH2:12][CH:11]([C:14](=[O:18])[N:15]([CH3:17])[CH3:16])[CH2:10][CH2:9]1)=O)(C)(C)C.CO.C(Cl)(Cl)[Cl:22], predict the reaction product. The product is: [ClH:22].[CH3:16][N:15]([CH3:17])[C:14]([CH:11]1[CH2:10][CH2:9][NH:8][CH2:13][CH2:12]1)=[O:18]. (6) Given the reactants [C:1]([O:5][C:6]([NH:8][NH:9][CH2:10][C:11]([C:13]1[CH:18]=[CH:17][C:16]([Cl:19])=[CH:15][CH:14]=1)=[CH2:12])=[O:7])([CH3:4])([CH3:3])[CH3:2].[CH:20](N(CC)C(C)C)(C)[CH3:21].C(I)C, predict the reaction product. The product is: [CH2:20]([N:9]([CH2:10][C:11]([C:13]1[CH:14]=[CH:15][C:16]([Cl:19])=[CH:17][CH:18]=1)=[CH2:12])[NH:8][C:6]([O:5][C:1]([CH3:4])([CH3:2])[CH3:3])=[O:7])[CH3:21].